From a dataset of Forward reaction prediction with 1.9M reactions from USPTO patents (1976-2016). Predict the product of the given reaction. (1) The product is: [CH2:35]([S:37]([NH:1][C:2]1[CH:3]=[C:4]([CH:25]=[CH:26][CH:27]=1)[O:5][C:6]1[CH:14]=[C:13]([F:15])[CH:12]=[C:11]([NH:16][C:17]2[CH:22]=[CH:21][C:20]([I:23])=[CH:19][C:18]=2[F:24])[C:7]=1[C:8]([NH2:10])=[O:9])(=[O:39])=[O:38])[CH3:36]. Given the reactants [NH2:1][C:2]1[CH:3]=[C:4]([CH:25]=[CH:26][CH:27]=1)[O:5][C:6]1[CH:14]=[C:13]([F:15])[CH:12]=[C:11]([NH:16][C:17]2[CH:22]=[CH:21][C:20]([I:23])=[CH:19][C:18]=2[F:24])[C:7]=1[C:8]([NH2:10])=[O:9].C(N(CC)CC)C.[CH2:35]([S:37](Cl)(=[O:39])=[O:38])[CH3:36], predict the reaction product. (2) The product is: [Cl:2][C:3]1[CH:4]=[C:5]([C@@H:9]([OH:30])[CH2:10][N:11]([CH2:12][CH2:13][C:14]2[CH:15]=[CH:16][C:17]([S:20]([C:23]3[CH:28]=[CH:27][CH:26]=[C:25]([OH:29])[CH:24]=3)(=[O:21])=[O:22])=[CH:18][CH:19]=2)[C:33](=[O:34])[O:35][C:36]([CH3:39])([CH3:38])[CH3:37])[CH:6]=[CH:7][CH:8]=1. Given the reactants Cl.[Cl:2][C:3]1[CH:4]=[C:5]([C@@H:9]([OH:30])[CH2:10][NH:11][CH2:12][CH2:13][C:14]2[CH:19]=[CH:18][C:17]([S:20]([C:23]3[CH:24]=[C:25]([OH:29])[CH:26]=[CH:27][CH:28]=3)(=[O:22])=[O:21])=[CH:16][CH:15]=2)[CH:6]=[CH:7][CH:8]=1.[OH-].[Na+].[C:33](O[C:33]([O:35][C:36]([CH3:39])([CH3:38])[CH3:37])=[O:34])([O:35][C:36]([CH3:39])([CH3:38])[CH3:37])=[O:34], predict the reaction product. (3) The product is: [Br:1][C:2]1[C:6]([CH:7]=[O:8])=[C:5]([Br:9])[N:4]([CH:10]([O:12][CH2:13][CH3:14])[CH3:11])[N:3]=1. Given the reactants [Br:1][C:2]1[C:6]([CH:7]=[O:8])=[C:5]([Br:9])[NH:4][N:3]=1.[CH:10]([O:12][CH2:13][CH3:14])=[CH2:11], predict the reaction product. (4) Given the reactants [F:1][C:2]([F:17])([F:16])[C:3]1[CH:8]=[CH:7][C:6]([C:9]2[CH:13]=[CH:12][S:11][C:10]=2[CH:14]=[O:15])=[CH:5][CH:4]=1.CC=CCC.Cl([O-])=[O:24].[Na+].Cl, predict the reaction product. The product is: [F:17][C:2]([F:16])([F:1])[C:3]1[CH:4]=[CH:5][C:6]([C:9]2[CH:13]=[CH:12][S:11][C:10]=2[C:14]([OH:24])=[O:15])=[CH:7][CH:8]=1. (5) Given the reactants C([O-])([O-])=O.[K+].[K+].Br[C:8]1[C:16]2[C:11](=[CH:12][CH:13]=[CH:14][C:15]=2[N+:17]([O-:19])=[O:18])[N:10]([CH2:20][C:21]2[CH:26]=[CH:25][CH:24]=[C:23]([CH:27]([CH3:29])[CH3:28])[N:22]=2)[N:9]=1.[CH3:30]B(O)O.C1(P(C2CCCCC2)C2C=CC=CC=2C2C(OC)=CC=C(S([O-])(=O)=O)C=2OC)CCCCC1.[Na+], predict the reaction product. The product is: [CH:27]([C:23]1[N:22]=[C:21]([CH2:20][N:10]2[C:11]3[C:16](=[C:15]([N+:17]([O-:19])=[O:18])[CH:14]=[CH:13][CH:12]=3)[C:8]([CH3:30])=[N:9]2)[CH:26]=[CH:25][CH:24]=1)([CH3:29])[CH3:28]. (6) Given the reactants [CH3:1][O:2][C:3](=[O:19])[C:4]1[CH:9]=[C:8]([N:10]2[CH2:15][CH2:14][O:13][CH2:12][CH2:11]2)[CH:7]=[CH:6][C:5]=1[N+:16]([O-:18])=[O:17].[Mn]([O-])(=O)(=O)=[O:21].[K+].[O-]S([O-])=O.[Na+].[Na+], predict the reaction product. The product is: [CH3:1][O:2][C:3](=[O:19])[C:4]1[CH:9]=[C:8]([N:10]2[CH2:11][CH2:12][O:13][CH2:14][C:15]2=[O:21])[CH:7]=[CH:6][C:5]=1[N+:16]([O-:18])=[O:17].